From a dataset of Peptide-MHC class II binding affinity with 134,281 pairs from IEDB. Regression. Given a peptide amino acid sequence and an MHC pseudo amino acid sequence, predict their binding affinity value. This is MHC class II binding data. (1) The peptide sequence is ALTEALRVIAGAFEV. The MHC is DRB1_0802 with pseudo-sequence DRB1_0802. The binding affinity (normalized) is 0.621. (2) The MHC is HLA-DPA10301-DPB10402 with pseudo-sequence HLA-DPA10301-DPB10402. The peptide sequence is EKKYFADTQFEPLAA. The binding affinity (normalized) is 0.984.